The task is: Predict the reaction yield, written as a fraction of the theoretical maximum amount of product (1.0 means a 100% yield; for example, 0.34 means a 34% yield).. This data is from Reaction yield outcomes from USPTO patents with 853,638 reactions. (1) The reactants are [Li][C:2]#[C:3][Si](C)(C)C.[O:8]=[C:9]1[CH2:14][CH2:13][N:12]([C:15]2[CH:20]=[CH:19][C:18]([N:21]3[CH2:25][C@H:24]([CH2:26][NH:27][C:28](=[O:30])[CH3:29])[O:23][C:22]3=[O:31])=[CH:17][C:16]=2[F:32])[CH2:11][CH2:10]1.[Cl-].[NH4+].[C:35](=O)([O-])[O-].[K+].[K+]. The catalyst is O1CCCC1. The product is [CH2:35]([C:9]1([OH:8])[CH2:10][CH2:11][N:12]([C:15]2[CH:20]=[CH:19][C:18]([N:21]3[CH2:25][C@H:24]([CH2:26][NH:27][C:28](=[O:30])[CH3:29])[O:23][C:22]3=[O:31])=[CH:17][C:16]=2[F:32])[CH2:13][CH2:14]1)[C:2]#[CH:3]. The yield is 0.190. (2) The reactants are [F:1][C:2]([F:24])([CH:10]([F:23])[CH:11](F)[O:12][CH2:13][CH2:14][CH2:15][C:16]1[CH:21]=[CH:20][CH:19]=[CH:18][CH:17]=1)[CH2:3][CH2:4][C:5]([O:7]CC)=O.[F:25]C(F)(CCC1C=CC=CC=1)CO. No catalyst specified. The product is [F:1][C:2]([F:24])([C:10]([F:25])([F:23])[CH2:11][O:12][CH2:13][CH2:14][CH2:15][C:16]1[CH:21]=[CH:20][CH:19]=[CH:18][CH:17]=1)[CH2:3][CH2:4][CH2:5][OH:7]. The yield is 0.820. (3) The reactants are [CH3:1][C:2]([C:5]1[CH:10]=[CH:9][C:8]([CH2:11][N:12]2[C:17](=[O:18])[C:16]([C:19]([NH:21][CH2:22][C:23]([O:25]CC)=[O:24])=[O:20])=[C:15]([OH:28])[N:14]=[C:13]2[NH:29][C:30]2[CH:35]=[CH:34][CH:33]=[CH:32][CH:31]=2)=[CH:7][CH:6]=1)([CH3:4])[CH3:3].N(CC(OCC)=O)=C=O.CC(C1C=CC(CN2C(=O)CC(=O)N=C2NC2C=CC=CC=2)=CC=1)(C)C.C(N(C(C)C)CC)(C)C. The catalyst is C(Cl)(Cl)Cl. The product is [CH3:4][C:2]([C:5]1[CH:6]=[CH:7][C:8]([CH2:11][N:12]2[C:17](=[O:18])[C:16]([C:19]([NH:21][CH2:22][C:23]([OH:25])=[O:24])=[O:20])=[C:15]([OH:28])[N:14]=[C:13]2[NH:29][C:30]2[CH:35]=[CH:34][CH:33]=[CH:32][CH:31]=2)=[CH:9][CH:10]=1)([CH3:1])[CH3:3]. The yield is 0.730. (4) The reactants are O.[C:2]1(C)C=CC(S(O)(=O)=O)=CC=1.[F:13][C:14]([F:22])([C:18]([OH:21])([CH3:20])[CH3:19])[C:15]([OH:17])=[O:16].C(=O)([O-])O.[Na+]. The catalyst is CO. The product is [F:13][C:14]([F:22])([C:18]([OH:21])([CH3:20])[CH3:19])[C:15]([O:17][CH3:2])=[O:16]. The yield is 0.650. (5) The reactants are C[O:2][C:3](=[O:32])[C:4]1[CH:9]=[CH:8][C:7]([O:10][C:11]2[CH:16]=[CH:15][C:14]([CH2:17][CH:18]([NH:24][C:25]([O:27][C:28]([CH3:31])([CH3:30])[CH3:29])=[O:26])[C:19](=[O:23])[N:20]([CH3:22])[CH3:21])=[CH:13][CH:12]=2)=[N:6][CH:5]=1.[OH-].[Li+]. The catalyst is C1COCC1.O. The product is [C:28]([O:27][C:25]([NH:24][CH:18]([C:19](=[O:23])[N:20]([CH3:21])[CH3:22])[CH2:17][C:14]1[CH:15]=[CH:16][C:11]([O:10][C:7]2[CH:8]=[CH:9][C:4]([C:3]([OH:32])=[O:2])=[CH:5][N:6]=2)=[CH:12][CH:13]=1)=[O:26])([CH3:30])([CH3:29])[CH3:31]. The yield is 0.970. (6) The reactants are [ClH:1].C(O)C.C([N:12]1[CH2:19][C:16]2([CH2:18][CH2:17]2)[N:15]([C:20](=[O:25])[C:21]([F:24])([F:23])[F:22])[CH2:14][CH2:13]1)C1C=CC=CC=1.[H][H]. The catalyst is [C].[Pd].C(O)C. The product is [ClH:1].[F:24][C:21]([F:22])([F:23])[C:20]([N:15]1[CH2:14][CH2:13][NH:12][CH2:19][C:16]21[CH2:18][CH2:17]2)=[O:25]. The yield is 0.830. (7) The reactants are C1(P(=O)(C2C=CC=CC=2)C2C=CC=CC=2)C=CC=CC=1.FC(F)(F)S(OS(C(F)(F)F)(=O)=O)(=O)=O.C([S:43][CH:44]([CH:77]([O:80][CH3:81])[O:78][CH3:79])[CH2:45][NH:46][C:47]([C:49]1[NH:50][C:51]2[C:56]([CH:57]=1)=[CH:55][C:54]([O:58][CH2:59][CH2:60][CH2:61][S:62]([CH3:65])(=[O:64])=[O:63])=[CH:53][C:52]=2[N:66]([CH3:76])[S:67]([C:70]1[CH:75]=[CH:74][CH:73]=[CH:72][N:71]=1)(=[O:69])=[O:68])=O)C1C=CC=CC=1.C1(SC)C=CC=CC=1. The catalyst is ClCCl.C(OCC)(=O)C. The product is [CH3:79][O:78][CH:77]([O:80][CH3:81])[CH:44]1[S:43][C:47]([C:49]2[NH:50][C:51]3[C:56]([CH:57]=2)=[CH:55][C:54]([O:58][CH2:59][CH2:60][CH2:61][S:62]([CH3:65])(=[O:64])=[O:63])=[CH:53][C:52]=3[N:66]([CH3:76])[S:67]([C:70]2[CH:75]=[CH:74][CH:73]=[CH:72][N:71]=2)(=[O:69])=[O:68])=[N:46][CH2:45]1. The yield is 0.380.